The task is: Predict the reactants needed to synthesize the given product.. This data is from Full USPTO retrosynthesis dataset with 1.9M reactions from patents (1976-2016). (1) Given the product [NH2:24][C:16]1[CH:15]=[C:14]([F:13])[CH:23]=[CH:22][C:17]=1[C:18]([NH:20][CH3:21])=[O:19], predict the reactants needed to synthesize it. The reactants are: NC1C=CC(F)=CC=1C(NC)=O.[F:13][C:14]1[CH:23]=[CH:22][C:17]([C:18]([NH:20][CH3:21])=[O:19])=[C:16]([N+:24]([O-])=O)[CH:15]=1. (2) Given the product [Br:14][C:7]1[C:2]([Cl:1])=[CH:3][C:4]([NH:8][C:9]([NH:11][CH2:12][CH3:13])=[O:10])=[N:5][CH:6]=1, predict the reactants needed to synthesize it. The reactants are: [Cl:1][C:2]1[CH:7]=[CH:6][N:5]=[C:4]([NH:8][C:9]([NH:11][CH2:12][CH3:13])=[O:10])[CH:3]=1.[Br:14]N1C(=O)CCC1=O.C(#N)C.CN(C=O)C. (3) Given the product [CH3:30][C:4]([NH:7][C:8]([C:10]1[CH:19]=[CH:18][C:17]2[C:12](=[CH:13][CH:14]=[CH:15][CH:16]=2)[C:11]=1[O:20][CH2:21][CH2:22][O:23][C:24]1[CH:29]=[CH:28][CH:27]=[CH:26][CH:25]=1)=[O:9])([CH2:5][CH3:6])[C:3]([OH:31])=[O:2], predict the reactants needed to synthesize it. The reactants are: C[O:2][C:3](=[O:31])[C:4]([CH3:30])([NH:7][C:8]([C:10]1[CH:19]=[CH:18][C:17]2[C:12](=[CH:13][CH:14]=[CH:15][CH:16]=2)[C:11]=1[O:20][CH2:21][CH2:22][O:23][C:24]1[CH:29]=[CH:28][CH:27]=[CH:26][CH:25]=1)=[O:9])[CH2:5][CH3:6]. (4) Given the product [CH3:18][C:19]1[CH:20]=[C:21]([C:36]2[CH:37]=[CH:38][C:39]([C:42]([N:4]3[CH2:5][CH2:6][NH:1][C:2](=[O:7])[CH2:3]3)=[O:43])=[N:40][CH:41]=2)[CH:22]=[C:23]([NH:25][C:26]2[N:31]=[C:30]([C:32]([F:35])([F:34])[F:33])[CH:29]=[CH:28][N:27]=2)[CH:24]=1, predict the reactants needed to synthesize it. The reactants are: [NH:1]1[CH2:6][CH2:5][NH:4][CH2:3][C:2]1=[O:7].C1C=CC2N(O)N=NC=2C=1.[CH3:18][C:19]1[CH:20]=[C:21]([C:36]2[CH:37]=[CH:38][C:39]([C:42](O)=[O:43])=[N:40][CH:41]=2)[CH:22]=[C:23]([NH:25][C:26]2[N:31]=[C:30]([C:32]([F:35])([F:34])[F:33])[CH:29]=[CH:28][N:27]=2)[CH:24]=1. (5) Given the product [Si:15]([O:22][CH2:23][C:24]1([CH3:33])[S:30][CH2:29][CH2:28][N:27]2[C:11]([C:8]3([C:5]4[CH:6]=[CH:7][C:2]([Cl:1])=[CH:3][CH:4]=4)[CH2:10][CH2:9]3)=[N:13][N:14]=[C:26]2[CH2:25]1)([C:18]([CH3:21])([CH3:19])[CH3:20])([CH3:16])[CH3:17], predict the reactants needed to synthesize it. The reactants are: [Cl:1][C:2]1[CH:7]=[CH:6][C:5]([C:8]2([C:11]([NH:13][NH2:14])=O)[CH2:10][CH2:9]2)=[CH:4][CH:3]=1.[Si:15]([O:22][CH2:23][C:24]1([CH3:33])[S:30][CH2:29][CH2:28][N:27]=[C:26](SC)[CH2:25]1)([C:18]([CH3:21])([CH3:20])[CH3:19])([CH3:17])[CH3:16]. (6) The reactants are: [NH2:1][CH2:2][C:3]1[CH2:8][N:7]([NH:9][C:10]([O:12][C:13]([CH3:16])([CH3:15])[CH3:14])=[O:11])[CH2:6][CH2:5][CH:4]=1.[O:17]1[C:22]2[CH:23]=[CH:24][C:25]([CH:27]=O)=[CH:26][C:21]=2[O:20][CH2:19][CH2:18]1.C(O[BH-](OC(=O)C)OC(=O)C)(=O)C.[Na+]. Given the product [O:17]1[C:22]2[CH:23]=[CH:24][C:25]([CH2:27][NH:1][CH2:2][C:3]3[CH2:8][N:7]([NH:9][C:10]([O:12][C:13]([CH3:16])([CH3:15])[CH3:14])=[O:11])[CH2:6][CH2:5][CH:4]=3)=[CH:26][C:21]=2[O:20][CH2:19][CH2:18]1, predict the reactants needed to synthesize it. (7) Given the product [Cl:31][C:32]1[N:37]=[C:36]([NH:1][C:2]2[CH:25]=[CH:24][C:5]3[N:6]([CH3:23])[C:7]([N:9]([C:17]4[CH:18]=[CH:19][CH:20]=[CH:21][CH:22]=4)[C:10](=[O:16])[O:11][C:12]([CH3:15])([CH3:13])[CH3:14])=[N:8][C:4]=3[CH:3]=2)[CH:35]=[CH:34][N:33]=1, predict the reactants needed to synthesize it. The reactants are: [NH2:1][C:2]1[CH:25]=[CH:24][C:5]2[N:6]([CH3:23])[C:7]([N:9]([C:17]3[CH:22]=[CH:21][CH:20]=[CH:19][CH:18]=3)[C:10](=[O:16])[O:11][C:12]([CH3:15])([CH3:14])[CH3:13])=[N:8][C:4]=2[CH:3]=1.C([O-])(O)=O.[Na+].[Cl:31][C:32]1[N:37]=[C:36](Cl)[CH:35]=[CH:34][N:33]=1.